Dataset: Catalyst prediction with 721,799 reactions and 888 catalyst types from USPTO. Task: Predict which catalyst facilitates the given reaction. (1) The catalyst class is: 3. Product: [CH:20]1([O:1][C:2]2[C:7]3[O:8][C:9]([CH3:11])=[CH:10][C:6]=3[C:5]([CH:12]=[O:13])=[CH:4][CH:3]=2)[CH2:24][CH2:23][CH2:22][CH2:21]1. Reactant: [OH:1][C:2]1[C:7]2[O:8][C:9]([CH3:11])=[CH:10][C:6]=2[C:5]([CH:12]=[O:13])=[CH:4][CH:3]=1.C(=O)([O-])[O-].[K+].[K+].[CH:20]1(Br)[CH2:24][CH2:23][CH2:22][CH2:21]1.O. (2) Reactant: [Br:1][C:2]1[CH:3]=[CH:4][C:5]([Cl:11])=[C:6]([CH:10]=1)[C:7]([OH:9])=O.C(Cl)(=O)C(Cl)=O.[C:18]12([CH2:28][NH2:29])[CH2:27][CH:22]3[CH2:23][CH:24]([CH2:26][CH:20]([CH2:21]3)[CH2:19]1)[CH2:25]2. Product: [Br:1][C:2]1[CH:3]=[CH:4][C:5]([Cl:11])=[C:6]([CH:10]=1)[C:7]([NH:29][CH2:28][C:18]12[CH2:27][CH:22]3[CH2:21][CH:20]([CH2:26][CH:24]([CH2:23]3)[CH2:25]1)[CH2:19]2)=[O:9]. The catalyst class is: 139. (3) Reactant: Cl[C:2]1[N:3]=[C:4]([NH:16][C:17]2[CH:21]=[C:20]([CH3:22])[NH:19][N:18]=2)[CH:5]=[C:6]2[C:15]=1[CH:14]=[CH:13][C:12]1[O:11][CH2:10][CH2:9][O:8][C:7]2=1. Product: [CH:7]([O:8][C:2]1[N:3]=[C:4]([NH:16][C:17]2[CH:21]=[C:20]([CH3:22])[NH:19][N:18]=2)[CH:5]=[C:6]2[C:15]=1[CH:14]=[CH:13][C:12]1[O:11][CH2:10][CH2:9][O:8][C:7]2=1)([CH3:12])[CH3:6]. The catalyst class is: 41.